This data is from Full USPTO retrosynthesis dataset with 1.9M reactions from patents (1976-2016). The task is: Predict the reactants needed to synthesize the given product. (1) Given the product [C:21](=[N:1][CH2:2][C:3]1[N:12]([C:13]2[CH:14]=[CH:15][CH:16]=[CH:17][CH:18]=2)[C:11](=[O:19])[C:10]2[C:5](=[CH:6][CH:7]=[CH:8][C:9]=2[CH3:20])[N:4]=1)([C:22]1[CH:27]=[CH:26][CH:25]=[CH:24][CH:23]=1)[C:28]1[CH:33]=[CH:32][CH:31]=[CH:30][CH:29]=1, predict the reactants needed to synthesize it. The reactants are: [NH2:1][CH2:2][C:3]1[N:12]([C:13]2[CH:18]=[CH:17][CH:16]=[CH:15][CH:14]=2)[C:11](=[O:19])[C:10]2[C:5](=[CH:6][CH:7]=[CH:8][C:9]=2[CH3:20])[N:4]=1.[C:21](=N)([C:28]1[CH:33]=[CH:32][CH:31]=[CH:30][CH:29]=1)[C:22]1[CH:27]=[CH:26][CH:25]=[CH:24][CH:23]=1. (2) Given the product [CH2:18]([O:17][C:15]([NH:14][C:5]1[CH:6]=[C:7]([C:8]([O:10][CH3:11])=[O:9])[C:12]([N+:21]([O-:23])=[O:22])=[CH:13][C:4]=1[C:3]([O:2][CH3:1])=[O:20])=[O:16])[CH3:19], predict the reactants needed to synthesize it. The reactants are: [CH3:1][O:2][C:3](=[O:20])[C:4]1[CH:13]=[CH:12][C:7]([C:8]([O:10][CH3:11])=[O:9])=[CH:6][C:5]=1[NH:14][C:15]([O:17][CH2:18][CH3:19])=[O:16].[N+:21]([O-])([OH:23])=[O:22].